This data is from Reaction yield outcomes from USPTO patents with 853,638 reactions. The task is: Predict the reaction yield, written as a fraction of the theoretical maximum amount of product (1.0 means a 100% yield; for example, 0.34 means a 34% yield). (1) The reactants are [Cl:1][C:2]1[N:3]=[CH:4][C:5]2[S:10][CH:9]=[C:8]([C:11]([OH:13])=O)[C:6]=2[N:7]=1.[N:14]1[C:23]2[C:18](=[N:19][CH:20]=[CH:21][CH:22]=2)[CH:17]=[CH:16][C:15]=1[NH2:24].C(N(C(C)C)CC)(C)C.F[P-](F)(F)(F)(F)F.N1(OC(N(C)C)=[N+](C)C)C2N=CC=CC=2N=N1. The catalyst is CCOC(C)=O.CN(C)C=O. The product is [Cl:1][C:2]1[N:3]=[CH:4][C:5]2[S:10][CH:9]=[C:8]([C:11]([NH:24][C:15]3[CH:16]=[CH:17][C:18]4[C:23](=[CH:22][CH:21]=[CH:20][N:19]=4)[N:14]=3)=[O:13])[C:6]=2[N:7]=1. The yield is 1.00. (2) The reactants are [CH2:1]([O:3][C:4]([C:6]1[N:10]([C:11]([O:13][C:14]([CH3:17])([CH3:16])[CH3:15])=[O:12])[C:9]2[S:18][CH:19]=[CH:20][C:8]=2[CH:7]=1)=[O:5])[CH3:2].CCCC[N+](CCCC)(CCCC)CCCC.[F-].[Br:39]N1C(=O)CCC1=O.C(OCC)(=O)C. The catalyst is ClCCl. The product is [CH2:1]([O:3][C:4]([C:6]1[N:10]([C:11]([O:13][C:14]([CH3:16])([CH3:15])[CH3:17])=[O:12])[C:9]2[S:18][C:19]([Br:39])=[CH:20][C:8]=2[CH:7]=1)=[O:5])[CH3:2]. The yield is 0.360.